This data is from Forward reaction prediction with 1.9M reactions from USPTO patents (1976-2016). The task is: Predict the product of the given reaction. The product is: [N+:30]([C:26]1[CH:25]=[C:24]([NH:8][C:9]2[CH:14]=[CH:13][N:12]=[C:11]([C:15]3[NH:19][CH:18]=[C:17]([C:20]([O:22][CH3:23])=[O:21])[CH:16]=3)[CH:10]=2)[CH:29]=[CH:28][CH:27]=1)([O-:32])=[O:31]. Given the reactants C(OC([N:8]([C:24]1[CH:29]=[CH:28][CH:27]=[C:26]([N+:30]([O-:32])=[O:31])[CH:25]=1)[C:9]1[CH:14]=[CH:13][N:12]=[C:11]([C:15]2[NH:19][CH:18]=[C:17]([C:20]([O:22][CH3:23])=[O:21])[CH:16]=2)[CH:10]=1)=O)(C)(C)C, predict the reaction product.